This data is from Peptide-MHC class II binding affinity with 134,281 pairs from IEDB. The task is: Regression. Given a peptide amino acid sequence and an MHC pseudo amino acid sequence, predict their binding affinity value. This is MHC class II binding data. (1) The peptide sequence is GIKQLQARVLAVERYLK. The MHC is HLA-DPA10103-DPB10402 with pseudo-sequence HLA-DPA10103-DPB10402. The binding affinity (normalized) is 0.197. (2) The peptide sequence is SDDLELSWNLNGLQAY. The MHC is DRB1_1302 with pseudo-sequence DRB1_1302. The binding affinity (normalized) is 0.624. (3) The peptide sequence is EAAFTVSSKRNLADA. The MHC is DRB1_1501 with pseudo-sequence DRB1_1501. The binding affinity (normalized) is 0.157. (4) The peptide sequence is WIELKESWGAVWRID. The MHC is DRB1_0802 with pseudo-sequence DRB1_0802. The binding affinity (normalized) is 0.274. (5) The peptide sequence is EKKYFAFTQFEPLAA. The MHC is HLA-DQA10501-DQB10201 with pseudo-sequence HLA-DQA10501-DQB10201. The binding affinity (normalized) is 0.532. (6) The MHC is HLA-DQA10301-DQB10302 with pseudo-sequence HLA-DQA10301-DQB10302. The binding affinity (normalized) is 0.453. The peptide sequence is VGADEDDIKATYDKG.